This data is from Catalyst prediction with 721,799 reactions and 888 catalyst types from USPTO. The task is: Predict which catalyst facilitates the given reaction. (1) Reactant: [Cl:1][C:2]1[CH:3]=[N+:4]([O-:39])[CH:5]=[C:6]([Cl:38])[C:7]=1[CH2:8][C@@H:9]([C:23]1[CH:28]=[CH:27][C:26]([O:29][CH:30]([F:32])[F:31])=[C:25]([O:33][CH2:34][CH:35]2[CH2:37][CH2:36]2)[CH:24]=1)[O:10][C:11]([O:13]C1C=CC([N+]([O-])=O)=CC=1)=[O:12].[CH:40]1([CH2:43][O:44][C:45]2[CH:50]=[C:49]([CH2:51]O)[CH:48]=[CH:47][C:46]=2[N:53]([S:61]([CH3:64])(=[O:63])=[O:62])C(=O)OC(C)(C)C)[CH2:42][CH2:41]1.Cl.O1CCOCC1. Product: [Cl:1][C:2]1[CH:3]=[N+:4]([O-:39])[CH:5]=[C:6]([Cl:38])[C:7]=1[CH2:8][C@@H:9]([C:23]1[CH:28]=[CH:27][C:26]([O:29][CH:30]([F:32])[F:31])=[C:25]([O:33][CH2:34][CH:35]2[CH2:37][CH2:36]2)[CH:24]=1)[O:10][C:11]([O:13][CH2:51][C:49]1[CH:48]=[CH:47][C:46]([NH:53][S:61]([CH3:64])(=[O:63])=[O:62])=[C:45]([O:44][CH2:43][CH:40]2[CH2:42][CH2:41]2)[CH:50]=1)=[O:12]. The catalyst class is: 64. (2) Reactant: [CH3:1][O:2][C:3](=[O:54])[C@@H:4]([NH:19][C:20]([C@@H:22]1[CH2:35][C:34]2[CH:33]=[C:32]3[C:27]([O:28][C@@H:29]([C:38]4[CH:43]=[CH:42][C:41]([OH:44])=[CH:40][CH:39]=4)[C:30](=[O:37])[N:31]3[CH3:36])=[CH:26][C:25]=2[CH2:24][N:23]1[C@H:45]([C:48]1[CH:53]=[CH:52][CH:51]=[CH:50][CH:49]=1)[CH2:46][CH3:47])=[O:21])[CH2:5][C:6]1[CH:11]=[CH:10][C:9]([C:12]2[CH:17]=[CH:16][C:15]([F:18])=[CH:14][CH:13]=2)=[CH:8][CH:7]=1.[Cl:55][C:56]1[CH:57]=[C:58]([CH:61]=[CH:62][C:63]=1[Cl:64])[CH2:59]Br.C(=O)([O-])[O-].[K+].[K+].C(=O)([O-])[O-].[Na+].[Na+]. Product: [CH3:1][O:2][C:3](=[O:54])[C@@H:4]([NH:19][C:20]([C@@H:22]1[CH2:35][C:34]2[CH:33]=[C:32]3[C:27]([O:28][C@@H:29]([C:38]4[CH:39]=[CH:40][C:41]([O:44][CH2:59][C:58]5[CH:61]=[CH:62][C:63]([Cl:64])=[C:56]([Cl:55])[CH:57]=5)=[CH:42][CH:43]=4)[C:30](=[O:37])[N:31]3[CH3:36])=[CH:26][C:25]=2[CH2:24][N:23]1[C@H:45]([C:48]1[CH:49]=[CH:50][CH:51]=[CH:52][CH:53]=1)[CH2:46][CH3:47])=[O:21])[CH2:5][C:6]1[CH:11]=[CH:10][C:9]([C:12]2[CH:13]=[CH:14][C:15]([F:18])=[CH:16][CH:17]=2)=[CH:8][CH:7]=1. The catalyst class is: 3. (3) Reactant: Cl.[NH:2]1[C:6]2=[N:7][CH:8]=[CH:9][C:10]([O:11][C:12]3[CH:17]=[CH:16][C:15]([NH:18]C4C(C(NC5C=CC(F)=CC=5F)=O)=CN=CC=4)=[CH:14][C:13]=3[F:36])=[C:5]2[CH:4]=[CH:3]1.Cl[C:38]1[N:54]=[CH:53][CH:52]=[C:51]([O:55][CH3:56])[C:39]=1[C:40]([NH:42][C:43]1[CH:48]=[CH:47][C:46]([F:49])=[CH:45][C:44]=1[F:50])=[O:41].Cl. Product: [NH:2]1[C:6]2=[N:7][CH:8]=[CH:9][C:10]([O:11][C:12]3[CH:17]=[CH:16][C:15]([NH:18][C:38]4[N:54]=[CH:53][CH:52]=[C:51]([O:55][CH3:56])[C:39]=4[C:40]([NH:42][C:43]4[CH:48]=[CH:47][C:46]([F:49])=[CH:45][C:44]=4[F:50])=[O:41])=[CH:14][C:13]=3[F:36])=[C:5]2[CH:4]=[CH:3]1.[NH:2]1[C:6]2=[N:7][CH:8]=[CH:9][C:10]([O:11][C:12]3[CH:17]=[CH:16][C:15]([NH:18][C:38]4[N:54]=[CH:53][CH:52]=[C:51]([OH:55])[C:39]=4[C:40]([NH:42][C:43]4[CH:48]=[CH:47][C:46]([F:49])=[CH:45][C:44]=4[F:50])=[O:41])=[CH:14][C:13]=3[F:36])=[C:5]2[CH:4]=[CH:3]1. The catalyst class is: 37. (4) Reactant: [NH2:1][CH2:2][C@H:3]1[O:7][N:6]=[C:5]([C:8]2[N:13]=[CH:12][C:11]([C:14]3[CH:19]=[CH:18][C:17]([N:20]4[CH2:24][C@H:23]([CH2:25][N:26]5[CH:30]=[CH:29][N:28]=[N:27]5)[O:22][C:21]4=[O:31])=[CH:16][C:15]=3[F:32])=[CH:10][CH:9]=2)[CH2:4]1.CN(C(ON1N=NC2C=CC=NC1=2)=[N+](C)C)C.F[P-](F)(F)(F)(F)F.[C:57]([NH:64][C@H:65]([C:67](O)=[O:68])[CH3:66])([O:59][C:60]([CH3:63])([CH3:62])[CH3:61])=[O:58].C(N(C(C)C)CC)(C)C. Product: [F:32][C:15]1[CH:16]=[C:17]([N:20]2[CH2:24][C@H:23]([CH2:25][N:26]3[CH:30]=[CH:29][N:28]=[N:27]3)[O:22][C:21]2=[O:31])[CH:18]=[CH:19][C:14]=1[C:11]1[CH:10]=[CH:9][C:8]([C:5]2[CH2:4][C@@H:3]([CH2:2][NH:1][C:67](=[O:68])[C@@H:65]([NH:64][C:57](=[O:58])[O:59][C:60]([CH3:62])([CH3:61])[CH3:63])[CH3:66])[O:7][N:6]=2)=[N:13][CH:12]=1. The catalyst class is: 3.